This data is from hERG Central: cardiac toxicity at 1µM, 10µM, and general inhibition. The task is: Predict hERG channel inhibition at various concentrations. (1) The drug is Cc1ccc(C(=O)N2CCN(c3ccc(NC(=O)c4ccc(Br)o4)cc3)CC2)cc1. Results: hERG_inhib (hERG inhibition (general)): blocker. (2) The drug is COc1ccccc1N1CCN(CCCCOc2ccc(C)cc2C)CC1.O=C(O)C(=O)O. Results: hERG_inhib (hERG inhibition (general)): blocker. (3) The compound is O=C(NCc1ccncc1)C1CCC(=O)N(CCc2ccc(Cl)cc2)C1. Results: hERG_inhib (hERG inhibition (general)): blocker.